This data is from Full USPTO retrosynthesis dataset with 1.9M reactions from patents (1976-2016). The task is: Predict the reactants needed to synthesize the given product. (1) Given the product [O:31]1[CH2:32][CH2:33][CH:28]([O:27][C:22]2[CH:21]=[CH:20][C:19]([C:18]3[CH:17]=[CH:16][N:15]=[C:14]4[NH:10][C:11]([C:34]5[CH:39]=[CH:38][C:37]([C:40](=[O:45])[C:41]([F:43])([F:44])[F:42])=[CH:36][CH:35]=5)=[CH:12][C:13]=34)=[CH:26][C:23]=2[C:24]#[N:25])[CH2:29][CH2:30]1, predict the reactants needed to synthesize it. The reactants are: C1(S([N:10]2[C:14]3=[N:15][CH:16]=[CH:17][C:18]([C:19]4[CH:20]=[CH:21][C:22]([O:27][CH:28]5[CH2:33][CH2:32][O:31][CH2:30][CH2:29]5)=[C:23]([CH:26]=4)[C:24]#[N:25])=[C:13]3[CH:12]=[C:11]2[C:34]2[CH:39]=[CH:38][C:37]([C:40](=[O:45])[C:41]([F:44])([F:43])[F:42])=[CH:36][CH:35]=2)(=O)=O)C=CC=CC=1.C(=O)([O-])[O-].[Cs+].[Cs+].FC(F)(F)CO. (2) Given the product [CH3:18][C:19]([NH:26][C:15]([C:5]1[CH:4]=[CH:3][C:2]([Cl:1])=[C:7]([C:8]2[CH:13]=[CH:12][CH:11]=[C:10]([Cl:14])[CH:9]=2)[N:6]=1)=[O:17])([C:21]1[N:25]=[CH:24][O:23][N:22]=1)[CH3:20], predict the reactants needed to synthesize it. The reactants are: [Cl:1][C:2]1[CH:3]=[CH:4][C:5]([C:15]([OH:17])=O)=[N:6][C:7]=1[C:8]1[CH:13]=[CH:12][CH:11]=[C:10]([Cl:14])[CH:9]=1.[CH3:18][C:19]([NH2:26])([C:21]1[N:25]=[CH:24][O:23][N:22]=1)[CH3:20]. (3) The reactants are: [F:1][C:2]1[CH:7]=[CH:6][CH:5]=[CH:4][C:3]=1[C:8]1[C:9]([C:14]([OH:16])=O)=[CH:10][CH:11]=[CH:12][CH:13]=1.[Br:17][C:18]1[CH:19]=[N:20][C:21]([NH:24][C@@H:25]2[CH2:30][CH2:29][CH2:28][NH:27][CH2:26]2)=[N:22][CH:23]=1. Given the product [Br:17][C:18]1[CH:19]=[N:20][C:21]([NH:24][C@@H:25]2[CH2:30][CH2:29][CH2:28][N:27]([C:14]([C:9]3[CH:10]=[CH:11][CH:12]=[CH:13][C:8]=3[C:3]3[CH:4]=[CH:5][CH:6]=[CH:7][C:2]=3[F:1])=[O:16])[CH2:26]2)=[N:22][CH:23]=1, predict the reactants needed to synthesize it. (4) The reactants are: Br[C:2]1[N:6]([CH:7]([CH3:9])[CH3:8])[C:5]2[CH:10]([C:22]3[CH:27]=[CH:26][C:25]([Cl:28])=[CH:24][CH:23]=3)[N:11]([C:14]3[CH:19]=[CH:18][C:17](=[O:20])[N:16]([CH3:21])[CH:15]=3)[C:12](=[O:13])[C:4]=2[N:3]=1.[CH3:29][N:30]1[CH:34]=[CH:33][C:32](B2OC(C)(C)C(C)(C)O2)=[N:31]1. Given the product [Cl:28][C:25]1[CH:26]=[CH:27][C:22]([CH:10]2[C:5]3[N:6]([CH:7]([CH3:9])[CH3:8])[C:2]([C:32]4[CH:33]=[CH:34][N:30]([CH3:29])[N:31]=4)=[N:3][C:4]=3[C:12](=[O:13])[N:11]2[C:14]2[CH:19]=[CH:18][C:17](=[O:20])[N:16]([CH3:21])[CH:15]=2)=[CH:23][CH:24]=1, predict the reactants needed to synthesize it. (5) Given the product [CH3:10][O:9][C:7](=[O:8])[C:6]1[CH:11]=[CH:12][CH:13]=[CH:14][C:5]=1[S:2](=[O:4])(=[O:3])[NH:19][C:18]1[CH:20]=[CH:21][CH:22]=[CH:23][C:17]=1[C:16]([F:15])([F:24])[F:25], predict the reactants needed to synthesize it. The reactants are: Cl[S:2]([C:5]1[CH:14]=[CH:13][CH:12]=[CH:11][C:6]=1[C:7]([O:9][CH3:10])=[O:8])(=[O:4])=[O:3].[F:15][C:16]([F:25])([F:24])[C:17]1[CH:23]=[CH:22][CH:21]=[CH:20][C:18]=1[NH2:19]. (6) Given the product [F:21][C:20]([F:22])([F:23])[C:13]1[CH:14]=[C:15]([C:16]([F:19])([F:17])[F:18])[C:10]([C:9]([NH2:8])=[O:26])=[CH:11][CH:12]=1, predict the reactants needed to synthesize it. The reactants are: N[C@H]1CCCC[C@H]1[NH:8][C:9](=[O:26])[C:10]1[C:15]([C:16]([F:19])([F:18])[F:17])=[CH:14][C:13]([C:20]([F:23])([F:22])[F:21])=[CH:12][C:11]=1OC.C(=O)([O-])[O-].[K+].[K+].[I-].C([N+]1(C)CCC(=O)CC1)C. (7) Given the product [CH2:6]([N:41]([CH2:40][C:5]1[CH:6]=[CH:7][C:8]([NH:11][C:12](=[O:27])[C:13]2[CH:14]=[CH:15][C:16]([CH2:19][N:20]([CH2:38][C:34]3[N:33]([CH2:31][CH3:32])[CH:37]=[CH:36][N:35]=3)[CH2:21][C:22]3[NH:26][CH:25]=[CH:24][N:23]=3)=[CH:17][CH:18]=2)=[CH:9][CH:10]=1)[CH2:7][CH2:8][CH3:9])[CH2:5][CH3:10], predict the reactants needed to synthesize it. The reactants are: C(N(CCC)[C:5]1[CH:10]=[CH:9][C:8]([NH:11][C:12](=[O:27])[C:13]2[CH:18]=[CH:17][C:16]([CH2:19][NH:20][CH2:21][C:22]3[NH:23][CH:24]=[CH:25][N:26]=3)=[CH:15][CH:14]=2)=[CH:7][CH:6]=1)CC.[CH2:31]([N:33]1[CH:37]=[CH:36][N:35]=[C:34]1[CH:38]=O)[CH3:32].[C:40]([BH3-])#[N:41].[Na+].[OH-].[Na+]. (8) Given the product [F:1][C:2]([F:15])([F:14])[S:3]([O:6][C:20]1[C:21]2[CH2:22][CH2:23][N:24]([C:28]([O:30][C:31]([CH3:34])([CH3:33])[CH3:32])=[O:29])[CH2:25][CH2:26][C:27]=2[CH:17]=[CH:18][CH:19]=1)(=[O:5])=[O:4], predict the reactants needed to synthesize it. The reactants are: [F:1][C:2]([F:15])([F:14])[S:3]([O:6]S(C(F)(F)F)(=O)=O)(=[O:5])=[O:4].O[C:17]1[C:27]2[CH2:26][CH2:25][N:24]([C:28]([O:30][C:31]([CH3:34])([CH3:33])[CH3:32])=[O:29])[CH2:23][CH2:22][C:21]=2[CH:20]=[CH:19][CH:18]=1. (9) The reactants are: [CH3:1][C:2]1[CH:9]=[CH:8][CH:7]=[CH:6][C:3]=1[CH2:4][NH2:5].[C:10](OC(=O)C)(=[O:12])[CH3:11].O. Given the product [CH3:1][C:2]1[CH:9]=[CH:8][CH:7]=[CH:6][C:3]=1[CH2:4][NH:5][C:10](=[O:12])[CH3:11], predict the reactants needed to synthesize it.